The task is: Predict which catalyst facilitates the given reaction.. This data is from Catalyst prediction with 721,799 reactions and 888 catalyst types from USPTO. (1) Reactant: [C:1]1([CH:8]=[CH:7][CH:6]=[C:4]([OH:5])[CH:3]=1)[OH:2].[C:9](O)(=[O:16])[C:10]([CH2:12][C:13]([OH:15])=[O:14])=[CH2:11]. Product: [OH:2][C:1]1[CH:3]=[C:4]2[C:6]([CH2:11][CH:10]([CH2:12][C:13]([OH:15])=[O:14])[C:9](=[O:16])[O:5]2)=[CH:7][CH:8]=1. The catalyst class is: 857. (2) Reactant: [N:1]1[CH:6]=[CH:5][CH:4]=[CH:3][C:2]=1[O:7][CH2:8][C:9]1[CH:27]=[CH:26][C:12]([CH2:13][C:14]2[CH:18]=[C:17]([C:19]3[C:20]([NH2:25])=[N:21][CH:22]=[CH:23][CH:24]=3)[O:16][N:15]=2)=[CH:11][CH:10]=1.[C:28]1([CH3:38])[CH:33]=[CH:32][C:31]([S:34]([OH:37])(=[O:36])=[O:35])=[CH:30][CH:29]=1. Product: [C:28]1([CH3:38])[CH:29]=[CH:30][C:31]([S:34]([OH:37])(=[O:35])=[O:36])=[CH:32][CH:33]=1.[N:1]1[CH:6]=[CH:5][CH:4]=[CH:3][C:2]=1[O:7][CH2:8][C:9]1[CH:27]=[CH:26][C:12]([CH2:13][C:14]2[CH:18]=[C:17]([C:19]3[C:20]([NH2:25])=[N:21][CH:22]=[CH:23][CH:24]=3)[O:16][N:15]=2)=[CH:11][CH:10]=1. The catalyst class is: 5. (3) Reactant: C[O:2][C:3]([C:5]1[CH:6]=[C:7]2[C:11](=[CH:12][C:13]=1[F:14])[NH:10][N:9]=[C:8]2/[CH:15]=[CH:16]/[C:17]1[S:18][CH:19]=[CH:20][CH:21]=1)=[O:4].[OH-].[Na+].Cl. Product: [F:14][C:13]1[CH:12]=[C:11]2[C:7]([C:8](/[CH:15]=[CH:16]/[C:17]3[S:18][CH:19]=[CH:20][CH:21]=3)=[N:9][NH:10]2)=[CH:6][C:5]=1[C:3]([OH:4])=[O:2]. The catalyst class is: 7. (4) Reactant: C(=O)([O-])[O-].[K+].[K+].[C:7]([O:11][C:12](=[O:46])[C:13]1[CH:18]=[CH:17][CH:16]=[C:15]([CH2:19][CH:20]([NH:34][C:35](=[O:43])[CH2:36][CH:37]2[CH2:42][CH2:41][NH:40][CH2:39][CH2:38]2)[B:21]2[O:29][CH:28]3[C:23]([CH3:33])([CH:24]4[CH2:30][CH:26]([CH2:27]3)[C:25]4([CH3:32])[CH3:31])[O:22]2)[C:14]=1[O:44][CH3:45])([CH3:10])([CH3:9])[CH3:8].[C:47]([NH:54][CH2:55][CH2:56][CH2:57]Br)([O:49][C:50]([CH3:53])([CH3:52])[CH3:51])=[O:48]. The catalyst class is: 3. Product: [C:7]([O:11][C:12](=[O:46])[C:13]1[CH:18]=[CH:17][CH:16]=[C:15]([CH2:19][CH:20]([NH:34][C:35](=[O:43])[CH2:36][CH:37]2[CH2:38][CH2:39][N:40]([CH2:57][CH2:56][CH2:55][NH:54][C:47]([O:49][C:50]([CH3:51])([CH3:53])[CH3:52])=[O:48])[CH2:41][CH2:42]2)[B:21]2[O:29][CH:28]3[C:23]([CH3:33])([CH:24]4[CH2:30][CH:26]([CH2:27]3)[C:25]4([CH3:31])[CH3:32])[O:22]2)[C:14]=1[O:44][CH3:45])([CH3:8])([CH3:9])[CH3:10]. (5) Reactant: [NH2:1][CH:2]([CH2:5][OH:6])[CH2:3][OH:4].[F:7][C:8]([F:15])([F:14])[C:9](OCC)=[O:10]. Product: [F:7][C:8]([F:15])([F:14])[C:9]([NH:1][CH:2]([CH2:5][OH:6])[CH2:3][OH:4])=[O:10]. The catalyst class is: 7. (6) Reactant: N1C=NN=N1.[C:6]([O:10][P:11](N(C(C)C)C(C)C)[O:12][C:13]([CH3:16])([CH3:15])[CH3:14])([CH3:9])([CH3:8])[CH3:7].[OH:24][C:25]1[CH:30]=[CH:29][C:28]([C:31]2[CH:36]=[CH:35][C:34]([CH2:37][CH2:38][C@@:39]([CH3:49])([S:45]([CH3:48])(=[O:47])=[O:46])[C:40]([O:42][CH2:43][CH3:44])=[O:41])=[CH:33][CH:32]=2)=[CH:27][CH:26]=1.S([O-])([O-])=[O:51].[Na+].[Na+]. Product: [C:13]([O:12][P:11]([O:24][C:25]1[CH:30]=[CH:29][C:28]([C:31]2[CH:36]=[CH:35][C:34]([CH2:37][CH2:38][C@@:39]([CH3:49])([S:45]([CH3:48])(=[O:47])=[O:46])[C:40]([O:42][CH2:43][CH3:44])=[O:41])=[CH:33][CH:32]=2)=[CH:27][CH:26]=1)([O:10][C:6]([CH3:7])([CH3:8])[CH3:9])=[O:51])([CH3:14])([CH3:15])[CH3:16]. The catalyst class is: 7. (7) Reactant: CS(O[CH2:6][C@H:7]([NH:9][C:10](=[O:22])[C:11]1[CH:16]=[CH:15][C:14]([N+:17]([O-:19])=[O:18])=[C:13]([O:20][CH3:21])[CH:12]=1)[CH3:8])(=O)=O.[H-].[Na+]. Product: [CH3:21][O:20][C:13]1[CH:12]=[C:11]([C:10]([N@@:9]2[CH2:6][CH:7]2[CH3:8])=[O:22])[CH:16]=[CH:15][C:14]=1[N+:17]([O-:19])=[O:18]. The catalyst class is: 1.